From a dataset of Peptide-MHC class I binding affinity with 185,985 pairs from IEDB/IMGT. Regression. Given a peptide amino acid sequence and an MHC pseudo amino acid sequence, predict their binding affinity value. This is MHC class I binding data. (1) The peptide sequence is LSPRTLNAF. The MHC is Mamu-A01 with pseudo-sequence Mamu-A01. The binding affinity (normalized) is 0.962. (2) The peptide sequence is MHPAQTSQW. The MHC is Mamu-B17 with pseudo-sequence Mamu-B17. The binding affinity (normalized) is 0.892. (3) The peptide sequence is TSLINGDNQ. The MHC is H-2-Db with pseudo-sequence H-2-Db. The binding affinity (normalized) is 0.256. (4) The MHC is HLA-B39:01 with pseudo-sequence HLA-B39:01. The binding affinity (normalized) is 0.213. The peptide sequence is CELSSHGDL. (5) The peptide sequence is KEAPQFPHGS. The MHC is Mamu-A2201 with pseudo-sequence Mamu-A2201. The binding affinity (normalized) is 0. (6) The peptide sequence is CFPSTQRDYY. The MHC is HLA-A11:01 with pseudo-sequence HLA-A11:01. The binding affinity (normalized) is 0.288. (7) The peptide sequence is SLCLMMILPA. The MHC is HLA-A02:06 with pseudo-sequence HLA-A02:06. The binding affinity (normalized) is 0.614. (8) The binding affinity (normalized) is 0.213. The MHC is HLA-B44:02 with pseudo-sequence HLA-B44:02. The peptide sequence is WLRAHPVAI.